Dataset: Catalyst prediction with 721,799 reactions and 888 catalyst types from USPTO. Task: Predict which catalyst facilitates the given reaction. (1) Reactant: ClC1C=C(C=CC=1)C(OO)=[O:6].[F:12][C:13]([S:16][C:17]1[CH:18]=[CH:19][C:20]2[O:24][CH:23]=[N:22][C:21]=2[CH:25]=1)([F:15])[F:14].C(=O)(O)[O-].[Na+].S([O-])([O-])(=O)=S.[Na+].[Na+]. Product: [F:15][C:13]([F:12])([F:14])[S:16]([C:17]1[CH:18]=[CH:19][C:20]2[O:24][CH:23]=[N:22][C:21]=2[CH:25]=1)=[O:6]. The catalyst class is: 22. (2) Reactant: [CH3:1][S:2][C:3]1[N:8]=[C:7]([C:9]2[S:13][C:12]([C:14]([OH:16])=O)=[CH:11][CH:10]=2)[CH:6]=[CH:5][N:4]=1.[NH:17]1[CH2:22][CH2:21][O:20][CH2:19][CH2:18]1.CCN=C=NCCCN(C)C.C1C=NC2N(O)N=NC=2C=1.C(N(CC)CC)C. Product: [CH3:1][S:2][C:3]1[N:8]=[C:7]([C:9]2[S:13][C:12]([C:14]([N:17]3[CH2:22][CH2:21][O:20][CH2:19][CH2:18]3)=[O:16])=[CH:11][CH:10]=2)[CH:6]=[CH:5][N:4]=1. The catalyst class is: 46. (3) Reactant: N=[S:2]1[C:6]2[CH:7]=[C:8]([O:11][CH3:12])[CH:9]=[CH:10][C:5]=2[N:4]=[CH:3]1.[C:13]([C:17]1[CH:30]=[CH:29][CH:28]=[CH:27][C:18]=1[O:19][C:20]1[C:25]([NH2:26])=[CH:24][CH:23]=[CH:22][N:21]=1)([CH3:16])([CH3:15])[CH3:14]. Product: [C:13]([C:17]1[CH:30]=[CH:29][CH:28]=[CH:27][C:18]=1[O:19][C:20]1[C:25]([NH:26][C:3]2[S:2][C:6]3[CH:7]=[C:8]([O:11][CH3:12])[CH:9]=[CH:10][C:5]=3[N:4]=2)=[CH:24][CH:23]=[CH:22][N:21]=1)([CH3:16])([CH3:14])[CH3:15]. The catalyst class is: 5.